Binary Classification. Given a drug SMILES string, predict its activity (active/inactive) in a high-throughput screening assay against a specified biological target. From a dataset of Choline transporter screen with 302,306 compounds. (1) The drug is S(=O)(=O)(N(CC(OCc1oc(nn1)c1ccccc1)=O)C)c1ccc(cc1)C. The result is 0 (inactive). (2) The molecule is Brc1ccc(N\C=C\C(N(C)C)=C(\C#N)C#N)cc1. The result is 0 (inactive). (3) The compound is ClC(Cl)(Cl)C(NC(=S)Nc1ccc([N+]([O-])=O)cc1)NC(OC)=O. The result is 0 (inactive). (4) The drug is Fc1c(c2oc(c(n2)CN2CCN(CC2)c2nccnc2)C)cc(F)cc1. The result is 0 (inactive). (5) The drug is O=C(NC(c1ccccc1)C)Cn1nc(nc1)[N+]([O-])=O. The result is 0 (inactive). (6) The drug is O=C(Nc1cccnc1)C=1C(n2[nH]nnc2=NC1C)c1ncccc1. The result is 0 (inactive).